Task: Predict the reactants needed to synthesize the given product.. Dataset: Full USPTO retrosynthesis dataset with 1.9M reactions from patents (1976-2016) (1) Given the product [Cl:1][C:2]1[CH:3]=[C:4]([CH:9]([N:25]2[C:26](=[O:33])[C:27]3[C:32](=[CH:31][CH:30]=[CH:29][CH:28]=3)[C:24]2=[O:34])[CH2:10][C@H:11]2[CH2:15][CH2:14][CH2:13][N:12]2[C:16]([O:18][C:19]([CH3:22])([CH3:21])[CH3:20])=[O:17])[CH:5]=[CH:6][C:7]=1[F:8], predict the reactants needed to synthesize it. The reactants are: [Cl:1][C:2]1[CH:3]=[C:4]([CH:9](O)[CH2:10][C@H:11]2[CH2:15][CH2:14][CH2:13][N:12]2[C:16]([O:18][C:19]([CH3:22])([CH3:21])[CH3:20])=[O:17])[CH:5]=[CH:6][C:7]=1[F:8].[C:24]1(=[O:34])[C:32]2[C:27](=[CH:28][CH:29]=[CH:30][CH:31]=2)[C:26](=[O:33])[NH:25]1.C1C=CC(P(C2C=CC=CC=2)C2C=CC=CC=2)=CC=1.CCOC(/N=N/C(OCC)=O)=O. (2) Given the product [Cl:14][C:15]1[CH:16]=[C:17]([C:18]2[O:27][CH:26]=[C:21]([C:22]([O:24][CH3:25])=[O:23])[N:20]=2)[CH:28]=[CH:29][CH:30]=1, predict the reactants needed to synthesize it. The reactants are: COCCN(S(F)(F)F)CCOC.[Cl:14][C:15]1[CH:16]=[C:17]([CH:28]=[CH:29][CH:30]=1)[C:18]([NH:20][CH:21]([CH2:26][OH:27])[C:22]([O:24][CH3:25])=[O:23])=O.BrC(Cl)(Cl)Cl.C1CCN2C(=NCCC2)CC1. (3) Given the product [CH2:1]([O:5][CH2:6][CH2:7][O:8][C:9]1[CH:14]=[CH:13][C:12]([C:15]2[C:16]([CH3:34])=[CH:17][C:18]3[N:25]([CH2:26][CH:27]([CH3:28])[CH3:29])[CH2:24][CH2:23][CH2:22][C:21]([C:30]([NH:59][C:58]4[CH:57]=[CH:56][C:55]([S:53]([CH2:52][C:51]5[N:47]([CH2:44][CH2:45][CH3:46])[CH:48]=[N:49][CH:50]=5)=[O:54])=[CH:61][CH:60]=4)=[O:31])=[CH:20][C:19]=3[CH:33]=2)=[CH:11][CH:10]=1)[CH2:2][CH2:3][CH3:4], predict the reactants needed to synthesize it. The reactants are: [CH2:1]([O:5][CH2:6][CH2:7][O:8][C:9]1[CH:14]=[CH:13][C:12]([C:15]2[C:16]([CH3:34])=[CH:17][C:18]3[N:25]([CH2:26][CH:27]([CH3:29])[CH3:28])[CH2:24][CH2:23][CH2:22][C:21]([C:30](O)=[O:31])=[CH:20][C:19]=3[CH:33]=2)=[CH:11][CH:10]=1)[CH2:2][CH2:3][CH3:4].CN(C=O)C.S(Cl)(Cl)=O.[CH2:44]([N:47]1[C:51]([CH2:52][S:53]([C:55]2[CH:61]=[CH:60][C:58]([NH2:59])=[CH:57][CH:56]=2)=[O:54])=[CH:50][N:49]=[CH:48]1)[CH2:45][CH3:46]. (4) Given the product [C:1]([C:3]1[C:4]([N:16]2[CH2:17][CH:18]([C:20](=[O:21])[NH:34][S:31]([CH2:30][C:27]3[CH:28]=[CH:29][C:24]([F:23])=[C:25]([CH3:35])[CH:26]=3)(=[O:33])=[O:32])[CH2:19]2)=[N:5][C:6]([CH2:14][CH3:15])=[C:7]([CH:8]=1)[C:9]([O:11][CH2:12][CH3:13])=[O:10])#[N:2], predict the reactants needed to synthesize it. The reactants are: [C:1]([C:3]1[C:4]([N:16]2[CH2:19][CH:18]([C:20](O)=[O:21])[CH2:17]2)=[N:5][C:6]([CH2:14][CH3:15])=[C:7]([C:9]([O:11][CH2:12][CH3:13])=[O:10])[CH:8]=1)#[N:2].[F:23][C:24]1[CH:29]=[CH:28][C:27]([CH2:30][S:31]([NH2:34])(=[O:33])=[O:32])=[CH:26][C:25]=1[CH3:35]. (5) Given the product [Cl:28][C:19]1[N:18]=[C:17]([O:1][C@H:2]2[CH2:6][CH2:5][N:4]([C:7]([O:9][C:10]([CH3:13])([CH3:12])[CH3:11])=[O:8])[CH2:3]2)[C:26]2[C:21]([CH:20]=1)=[CH:22][CH:23]=[C:24]([F:27])[CH:25]=2, predict the reactants needed to synthesize it. The reactants are: [OH:1][C@H:2]1[CH2:6][CH2:5][N:4]([C:7]([O:9][C:10]([CH3:13])([CH3:12])[CH3:11])=[O:8])[CH2:3]1.[H-].[Na+].Cl[C:17]1[C:26]2[C:21](=[CH:22][CH:23]=[C:24]([F:27])[CH:25]=2)[CH:20]=[C:19]([Cl:28])[N:18]=1. (6) Given the product [Cl:1][C:2]1[CH:3]=[C:4](/[CH:23]=[C:24](\[CH3:30])/[C:25]([O:27][CH2:28][CH3:29])=[O:26])[CH:5]=[C:6]([CH3:22])[C:7]=1[O:8][C:9]1[CH:14]=[CH:13][C:12]([OH:15])=[CH:11][N:10]=1, predict the reactants needed to synthesize it. The reactants are: [Cl:1][C:2]1[CH:3]=[C:4](/[CH:23]=[C:24](\[CH3:30])/[C:25]([O:27][CH2:28][CH3:29])=[O:26])[CH:5]=[C:6]([CH3:22])[C:7]=1[O:8][C:9]1[CH:14]=[CH:13][C:12]([O:15]C2CCCCO2)=[CH:11][N:10]=1.C1(C)C=CC(S(O)(=O)=O)=CC=1. (7) The reactants are: O=C1CCC(=O)N1O[C:9](=[O:30])[CH2:10][CH2:11][CH2:12][C:13](=[O:29])[NH:14][C:15]1[CH:20]=[CH:19][C:18]([CH2:21][CH2:22][C:23](=[O:28])[CH2:24][C:25](=[O:27])[CH3:26])=[CH:17][CH:16]=1.[C:31]([O:35][C:36](=[O:49])[CH2:37][CH2:38][O:39][CH2:40][CH2:41][O:42][CH2:43][CH2:44][O:45][CH2:46][CH2:47][NH2:48])([CH3:34])([CH3:33])[CH3:32].CCN(C(C)C)C(C)C. Given the product [C:31]([O:35][C:36](=[O:49])[CH2:37][CH2:38][O:39][CH2:40][CH2:41][O:42][CH2:43][CH2:44][O:45][CH2:46][CH2:47][NH:48][C:9](=[O:30])[CH2:10][CH2:11][CH2:12][C:13](=[O:29])[NH:14][C:15]1[CH:16]=[CH:17][C:18]([CH2:21][CH2:22][C:23](=[O:28])[CH2:24][C:25](=[O:27])[CH3:26])=[CH:19][CH:20]=1)([CH3:32])([CH3:34])[CH3:33], predict the reactants needed to synthesize it.